From a dataset of Catalyst prediction with 721,799 reactions and 888 catalyst types from USPTO. Predict which catalyst facilitates the given reaction. (1) Reactant: [C:1]([NH:5][C:6]1[C:15]([CH3:16])=[N:14][C:13]2[C:8](=[C:9](B3OC(C)(C)C(C)(C)O3)[CH:10]=[CH:11][CH:12]=2)[N:7]=1)([CH3:4])([CH3:3])[CH3:2].Br[C:27]1[NH:28][C:29]2[CH2:30][CH2:31][CH2:32][C:33](=[O:36])[C:34]=2[CH:35]=1. Product: [C:1]([NH:5][C:6]1[C:15]([CH3:16])=[N:14][C:13]2[C:8]([N:7]=1)=[C:9]([C:27]1[NH:28][C:29]3[CH2:30][CH2:31][CH2:32][C:33](=[O:36])[C:34]=3[CH:35]=1)[CH:10]=[CH:11][CH:12]=2)([CH3:2])([CH3:3])[CH3:4]. The catalyst class is: 333. (2) Reactant: [CH3:1][O:2][C:3]1[CH:8]=[C:7]([N+:9]([O-])=O)[CH:6]=[CH:5][C:4]=1[N:12]1[CH:16]=[C:15]([CH3:17])[N:14]=[CH:13]1.[Cl-].[NH4+].O.C(OCC)(=O)C. Product: [CH3:1][O:2][C:3]1[CH:8]=[C:7]([NH2:9])[CH:6]=[CH:5][C:4]=1[N:12]1[CH:16]=[C:15]([CH3:17])[N:14]=[CH:13]1. The catalyst class is: 190. (3) Reactant: [CH2:1]([O:3][C:4](=[O:17])[NH:5][C:6]1[CH:11]=[CH:10][C:9]([N+:12]([O-:14])=[O:13])=[CH:8][C:7]=1[O:15]C)[CH3:2].B(Br)(Br)Br.C(=O)(O)[O-].[Na+].Cl. Product: [CH2:1]([O:3][C:4](=[O:17])[NH:5][C:6]1[CH:11]=[CH:10][C:9]([N+:12]([O-:14])=[O:13])=[CH:8][C:7]=1[OH:15])[CH3:2]. The catalyst class is: 325. (4) Reactant: [CH:1]([N:14]1[CH2:17][CH:16]([O:18][C:19]2[C:31](Cl)=[CH:30][C:22]([C:23]([O:25][C:26]([CH3:29])([CH3:28])[CH3:27])=[O:24])=[C:21]([F:33])[CH:20]=2)[CH2:15]1)([C:8]1[CH:13]=[CH:12][CH:11]=[CH:10][CH:9]=1)[C:2]1[CH:7]=[CH:6][CH:5]=[CH:4][CH:3]=1.[CH:34]1(B(O)O)[CH2:36][CH2:35]1.F[B-](F)(F)F.C1(P(C2CCCCC2)C2CCCCC2)CCCCC1.P([O-])([O-])([O-])=O.[K+].[K+].[K+]. Product: [CH:1]([N:14]1[CH2:17][CH:16]([O:18][C:19]2[C:31]([CH:34]3[CH2:36][CH2:35]3)=[CH:30][C:22]([C:23]([O:25][C:26]([CH3:29])([CH3:28])[CH3:27])=[O:24])=[C:21]([F:33])[CH:20]=2)[CH2:15]1)([C:8]1[CH:13]=[CH:12][CH:11]=[CH:10][CH:9]=1)[C:2]1[CH:7]=[CH:6][CH:5]=[CH:4][CH:3]=1. The catalyst class is: 498. (5) Reactant: Cl.[NH2:2][C@H:3]([C:6]([OH:8])=[O:7])[CH2:4][SH:5].C([O-])(=O)C.[K+].CO.[OH:16][C:17]1[CH:22]=[C:21]([CH:23]=O)[CH:20]=[CH:19][N:18]=1. The catalyst class is: 6. Product: [OH:16][C:17]1[CH:22]=[C:21]([C@@H:23]2[NH:2][CH:3]([C:6]([OH:8])=[O:7])[CH2:4][S:5]2)[CH:20]=[CH:19][N:18]=1. (6) Reactant: [F:1][C:2]1[CH:3]=[C:4]([NH:9][C:10]([C:12]2[CH:13]=[C:14]([S:19](Cl)(=[O:21])=[O:20])[CH:15]=[CH:16][C:17]=2[F:18])=[O:11])[CH:5]=[CH:6][C:7]=1[F:8].CCN(CC)CC.Cl.[N:31]1[CH:36]=[CH:35][CH:34]=[N:33][C:32]=1[CH:37]([NH2:39])[CH3:38]. Product: [F:1][C:2]1[CH:3]=[C:4]([NH:9][C:10](=[O:11])[C:12]2[CH:13]=[C:14]([S:19](=[O:21])(=[O:20])[NH:39][CH:37]([C:32]3[N:33]=[CH:34][CH:35]=[CH:36][N:31]=3)[CH3:38])[CH:15]=[CH:16][C:17]=2[F:18])[CH:5]=[CH:6][C:7]=1[F:8]. The catalyst class is: 1.